Predict which catalyst facilitates the given reaction. From a dataset of Catalyst prediction with 721,799 reactions and 888 catalyst types from USPTO. (1) Reactant: [C:1]([C:5]1[CH:35]=[C:8]2[N:9]=[C:10]([CH3:34])[C:11]([CH:22]([CH2:27][C:28]3C=CC=C[CH:29]=3)[C:23]([O:25]C)=[O:24])=[C:12]([C:13]3[CH:21]=[C:20]4[C:16]([CH:17]=[CH:18][NH:19]4)=[CH:15][CH:14]=3)[N:7]2[N:6]=1)([CH3:4])([CH3:3])[CH3:2].[OH-].[Na+]. Product: [C:1]([C:5]1[CH:35]=[C:8]2[N:9]=[C:10]([CH3:34])[C:11]([CH:22]([CH2:27][CH2:28][CH3:29])[C:23]([OH:25])=[O:24])=[C:12]([C:13]3[CH:21]=[C:20]4[C:16]([CH:17]=[CH:18][NH:19]4)=[CH:15][CH:14]=3)[N:7]2[N:6]=1)([CH3:3])([CH3:4])[CH3:2]. The catalyst class is: 5. (2) Reactant: [F:1][C:2]1[CH:7]=[CH:6][C:5]([C:8]2[C:13](/[CH:14]=[CH:15]/[C@H:16]3[O:21]C(C)(C)[O:19][C@@H:18]([CH2:24][C:25]([O:27]C(C)(C)CC4C=CC=CC=4)=[O:26])[CH2:17]3)=[C:12]([CH:38]([CH3:40])[CH3:39])[N:11]=[C:10]([N:41]([CH3:46])[S:42]([CH3:45])(=[O:44])=[O:43])[N:9]=2)=[CH:4][CH:3]=1.Cl.[OH-].[Na+:49]. Product: [Na+:49].[F:1][C:2]1[CH:7]=[CH:6][C:5]([C:8]2[C:13](/[CH:14]=[CH:15]/[C@@H:16]([OH:21])[CH2:17][C@@H:18]([OH:19])[CH2:24][C:25]([O-:27])=[O:26])=[C:12]([CH:38]([CH3:40])[CH3:39])[N:11]=[C:10]([N:41]([CH3:46])[S:42]([CH3:45])(=[O:44])=[O:43])[N:9]=2)=[CH:4][CH:3]=1. The catalyst class is: 7. (3) Reactant: [NH2:1][C:2]1[C:3]([C:22]#[N:23])=[CH:4][C:5]2[C:10]([CH:11]=1)=[CH:9][C:8]([O:12][CH2:13][C:14]1[CH:19]=[CH:18][CH:17]=[CH:16][CH:15]=1)=[C:7]([O:20][CH3:21])[CH:6]=2.CO[CH:26](OC)[N:27]([CH3:29])[CH3:28]. Product: [CH2:13]([O:12][C:8]1[CH:9]=[C:10]2[C:5]([CH:4]=[C:3]([C:22]#[N:23])[C:2]([N:1]=[CH:26][N:27]([CH3:29])[CH3:28])=[CH:11]2)=[CH:6][C:7]=1[O:20][CH3:21])[C:14]1[CH:19]=[CH:18][CH:17]=[CH:16][CH:15]=1. The catalyst class is: 11. (4) Reactant: [F:1][C:2]1[N:6]([CH3:7])[N:5]=[C:4]([CH3:8])[C:3]=1[C:9](Cl)=[O:10].[CH:12]1([NH:15][CH:16]([C:19]2[CH:24]=[CH:23][N:22]=[CH:21][CH:20]=2)[CH2:17][CH3:18])[CH2:14][CH2:13]1.C(N(CC)CC)C.ClCCl.CO. Product: [CH:12]1([N:15]([CH:16]([C:19]2[CH:24]=[CH:23][N:22]=[CH:21][CH:20]=2)[CH2:17][CH3:18])[C:9]([C:3]2[C:4]([CH3:8])=[N:5][N:6]([CH3:7])[C:2]=2[F:1])=[O:10])[CH2:14][CH2:13]1. The catalyst class is: 4. (5) Reactant: [Na].[S:2]1[C:6]2[CH:7]=[CH:8][CH:9]=[CH:10][C:5]=2[C:4]([S:11]([O-:14])(=O)=[O:12])=[CH:3]1.P(Cl)(Cl)(Cl)(Cl)[Cl:16]. Product: [Cl:16][S:11]([C:4]1[C:5]2[CH:10]=[CH:9][CH:8]=[CH:7][C:6]=2[S:2][CH:3]=1)(=[O:14])=[O:12]. The catalyst class is: 286. (6) Reactant: [CH3:1][O:2][CH2:3][CH2:4][N:5]([CH3:16])[CH2:6][C:7]1[CH:12]=[CH:11][C:10]([N+:13]([O-])=O)=[CH:9][CH:8]=1.NN. Product: [CH3:1][O:2][CH2:3][CH2:4][N:5]([CH2:6][C:7]1[CH:8]=[CH:9][C:10]([NH2:13])=[CH:11][CH:12]=1)[CH3:16]. The catalyst class is: 227. (7) Reactant: [Br:1][C:2]1[CH:3]=[C:4]([CH:7]=[C:8]([OH:11])[C:9]=1[OH:10])[CH:5]=[O:6].C(=O)([O-])[O-].[Cs+].[Cs+].Br[CH2:19][CH2:20]Br. Product: [Br:1][C:2]1[C:9]2[O:10][CH2:19][CH2:20][O:11][C:8]=2[CH:7]=[C:4]([CH:5]=[O:6])[CH:3]=1. The catalyst class is: 3. (8) Product: [F:33][C:27]1[C:28]([F:32])=[CH:29][CH:30]=[CH:31][C:26]=1[C@H:23]1[CH2:22][N:21]2[C:34]([CH2:37][CH2:38][OH:39])=[CH:35][N:36]=[C:20]2[C@H:19]([NH:18][C:16](=[O:17])[O:15][C:11]([CH3:13])([CH3:12])[CH3:14])[CH2:25][CH2:24]1. The catalyst class is: 4. Reactant: [H-].C([Al+]CC(C)C)C(C)C.[C:11]([O:15][C:16]([NH:18][C@@H:19]1[CH2:25][CH2:24][C@@H:23]([C:26]2[CH:31]=[CH:30][CH:29]=[C:28]([F:32])[C:27]=2[F:33])[CH2:22][N:21]2[C:34]([CH2:37][C:38](OC)=[O:39])=[CH:35][N:36]=[C:20]12)=[O:17])([CH3:14])([CH3:13])[CH3:12].C(C(C(C([O-])=O)O)O)([O-])=O.[Na+].[K+].